From a dataset of Forward reaction prediction with 1.9M reactions from USPTO patents (1976-2016). Predict the product of the given reaction. (1) Given the reactants [CH2:1]([N:3]([CH2:6][C:7]1[CH:24]=[CH:23][C:10](/[CH:11]=[N:12]/[C:13]2[CH:21]=[CH:20][CH:19]=[C:18]3[C:14]=2[CH2:15][O:16][C:17]3=[O:22])=[CH:9][CH:8]=1)[CH2:4][CH3:5])[CH3:2].[CH3:25][C:26]1[CH:33]=[CH:32][C:29]([CH:30]=O)=[CH:28][CH:27]=1.[O-:34][CH2:35][CH3:36].[Na+].C(O)C, predict the reaction product. The product is: [CH2:1]([N:3]([CH2:6][C:7]1[CH:24]=[CH:23][C:10]([CH:11]2[CH:25]([C:26]3[CH:33]=[CH:32][C:29]([CH3:30])=[CH:28][CH:27]=3)[C:35](=[O:34])[C:36]3[C:18]([C:17]([O:16][CH2:15][CH3:14])=[O:22])=[CH:19][CH:20]=[CH:21][C:13]=3[NH:12]2)=[CH:9][CH:8]=1)[CH2:4][CH3:5])[CH3:2]. (2) Given the reactants [CH3:1][O:2][C:3]1[N:10]=[CH:9][C:8]([N:11]2[C:16]3[CH:17]=[C:18]([NH:21][C@H:22]4[CH2:26][CH2:25][NH:24][CH2:23]4)[CH:19]=[CH:20][C:15]=3[O:14][CH2:13][CH2:12]2)=[CH:7][C:4]=1[C:5]#[N:6].CCN(CC)CC.[O:34]1[CH2:39][CH2:38][CH:37]([C:40](Cl)=[O:41])[CH2:36][CH2:35]1, predict the reaction product. The product is: [CH3:1][O:2][C:3]1[N:10]=[CH:9][C:8]([N:11]2[C:16]3[CH:17]=[C:18]([NH:21][C@H:22]4[CH2:26][CH2:25][N:24]([C:40]([CH:37]5[CH2:38][CH2:39][O:34][CH2:35][CH2:36]5)=[O:41])[CH2:23]4)[CH:19]=[CH:20][C:15]=3[O:14][CH2:13][CH2:12]2)=[CH:7][C:4]=1[C:5]#[N:6]. (3) Given the reactants [NH:1]1[C:9]2[C:4](=[CH:5][CH:6]=[CH:7][C:8]=2[CH:10]=O)[CH:3]=[N:2]1.[CH2:12]([O:14][CH:15]([O:18][CH2:19][CH3:20])[CH2:16][NH2:17])[CH3:13].C(O)(=O)C.C([BH3-])#N.[Na+], predict the reaction product. The product is: [CH2:12]([O:14][CH:15]([O:18][CH2:19][CH3:20])[CH2:16][NH:17][CH2:10][C:8]1[CH:7]=[CH:6][CH:5]=[C:4]2[C:9]=1[NH:1][N:2]=[CH:3]2)[CH3:13]. (4) Given the reactants [C:1]([O:5][C:6]([NH:8][CH2:9][C:10]1[C:11]([CH2:32][CH:33]([CH3:35])[CH3:34])=[N:12][C:13]2[C:18]([C:19]=1[C:20]1[CH:25]=[CH:24][C:23]([CH3:26])=[CH:22][CH:21]=1)=[CH:17][C:16]([O:27][CH2:28][C:29]([OH:31])=O)=[CH:15][CH:14]=2)=[O:7])([CH3:4])([CH3:3])[CH3:2].Cl.[CH2:37]([N:39]=C=NCCCN(C)C)C.ON1C2C=CC=CC=2N=N1.CN, predict the reaction product. The product is: [CH2:32]([C:11]1[C:10]([CH2:9][NH:8][C:6](=[O:7])[O:5][C:1]([CH3:4])([CH3:3])[CH3:2])=[C:19]([C:20]2[CH:21]=[CH:22][C:23]([CH3:26])=[CH:24][CH:25]=2)[C:18]2[C:13](=[CH:14][CH:15]=[C:16]([O:27][CH2:28][C:29]([NH:39][CH3:37])=[O:31])[CH:17]=2)[N:12]=1)[CH:33]([CH3:34])[CH3:35]. (5) Given the reactants [Cl:1][C:2]1[N:6]([C:7]2[CH:12]=[CH:11][C:10]([C:13]3[C:18]([O:19][CH3:20])=[CH:17][CH:16]=[CH:15][C:14]=3[F:21])=[CH:9][CH:8]=2)[C:5]([C:22](OCC)=[O:23])=[C:4]([NH:27][C:28](=[O:32])[CH2:29][C:30]#[N:31])[CH:3]=1.CC(C)([O-])C.[K+].Cl, predict the reaction product. The product is: [Cl:1][C:2]1[N:6]([C:7]2[CH:12]=[CH:11][C:10]([C:13]3[C:18]([O:19][CH3:20])=[CH:17][CH:16]=[CH:15][C:14]=3[F:21])=[CH:9][CH:8]=2)[C:5]2[C:22]([OH:23])=[C:29]([C:30]#[N:31])[C:28](=[O:32])[NH:27][C:4]=2[CH:3]=1. (6) The product is: [CH2:17]([C:19]1[C:20]([CH2:27][CH3:28])=[CH:21][C:22]2[N:12]=[C:8]3[N:7]([C:23]=2[CH:24]=1)[C:6]1[CH:13]=[CH:14][CH:15]=[CH:16][C:5]=1[C:4]1[N:3]=[C:2]([CH3:1])[CH:11]=[CH:10][C:9]3=1)[CH3:18]. Given the reactants [CH3:1][C:2]1[CH:11]=[CH:10][C:9]2[C:8]([NH2:12])=[N:7][C:6]3[CH:13]=[CH:14][CH:15]=[CH:16][C:5]=3[C:4]=2[N:3]=1.[CH2:17]([C:19]1[CH:24]=[C:23](I)[C:22](I)=[CH:21][C:20]=1[CH2:27][CH3:28])[CH3:18].CNCCNC.C(=O)([O-])[O-].[Cs+].[Cs+], predict the reaction product.